This data is from Full USPTO retrosynthesis dataset with 1.9M reactions from patents (1976-2016). The task is: Predict the reactants needed to synthesize the given product. (1) Given the product [Cl:1][C:2]1[CH:3]=[C:4]([N:9]2[C:13](=[O:14])[C@@H:12]3[CH2:15][C@H:16]([NH:27][CH2:26][C:25]4[CH:28]=[CH:29][C:22]([C:20]#[N:21])=[CH:23][CH:24]=4)[CH2:17][N:11]3[C:10]2=[O:19])[CH:5]=[C:6]([Cl:8])[CH:7]=1, predict the reactants needed to synthesize it. The reactants are: [Cl:1][C:2]1[CH:3]=[C:4]([N:9]2[C:13](=[O:14])[C@@H:12]3[CH2:15][C:16](=O)[CH2:17][N:11]3[C:10]2=[O:19])[CH:5]=[C:6]([Cl:8])[CH:7]=1.[C:20]([C:22]1[CH:29]=[CH:28][C:25]([CH2:26][NH2:27])=[CH:24][CH:23]=1)#[N:21].[BH-](OC(C)=O)(OC(C)=O)OC(C)=O.[Na+]. (2) Given the product [CH:57]([O:70][C:71]([C:73]1[N:74]2[C@H:77]([S:78][CH2:79][C:80]=1[CH2:81][O:82][C:83](=[O:85])[CH3:84])[C@H:76]([NH:86][C:18](=[O:20])/[C:17](=[N:16]\[O:15][CH2:14][CH2:13][NH:12][C:6]1[C:5]3[C:10](=[CH:11][C:2]([Cl:1])=[CH:3][CH:4]=3)[N:9]=[CH:8][CH:7]=1)/[C:21]1[N:22]=[C:23]([NH:26][C:27]([C:28]3[CH:29]=[CH:30][CH:31]=[CH:32][CH:33]=3)([C:40]3[CH:45]=[CH:44][CH:43]=[CH:42][CH:41]=3)[C:34]3[CH:39]=[CH:38][CH:37]=[CH:36][CH:35]=3)[S:24][CH:25]=1)[C:75]2=[O:87])=[O:72])([C:64]1[CH:65]=[CH:66][CH:67]=[CH:68][CH:69]=1)[C:58]1[CH:63]=[CH:62][CH:61]=[CH:60][CH:59]=1, predict the reactants needed to synthesize it. The reactants are: [Cl:1][C:2]1[CH:11]=[C:10]2[C:5]([C:6]([NH:12][CH2:13][CH2:14][O:15]/[N:16]=[C:17](/[C:21]3[N:22]=[C:23]([NH:26][C:27]([C:40]4[CH:45]=[CH:44][CH:43]=[CH:42][CH:41]=4)([C:34]4[CH:39]=[CH:38][CH:37]=[CH:36][CH:35]=4)[C:28]4[CH:33]=[CH:32][CH:31]=[CH:30][CH:29]=4)[S:24][CH:25]=3)\[C:18]([OH:20])=O)=[CH:7][CH:8]=[N:9]2)=[CH:4][CH:3]=1.C1(C)C=CC(S(O)(=O)=O)=CC=1.[CH:57]([O:70][C:71]([C:73]1[N:74]2[C@H:77]([S:78][CH2:79][C:80]=1[CH2:81][O:82][C:83](=[O:85])[CH3:84])[C@H:76]([NH2:86])[C:75]2=[O:87])=[O:72])([C:64]1[CH:69]=[CH:68][CH:67]=[CH:66][CH:65]=1)[C:58]1[CH:63]=[CH:62][CH:61]=[CH:60][CH:59]=1.P(Cl)(Cl)(Cl)=O.N1C(C)=CC(C)=CC=1C. (3) Given the product [CH3:34][N:33]1[C:3]2[C:2](=[O:1])[N:7]([C:8]3[CH:9]=[CH:10][C:11]([O:14][CH2:15][C:16]([F:17])([F:18])[F:19])=[CH:12][CH:13]=3)[C:6]([S:20][CH2:21][CH2:22][CH2:23][C:24]([O:26][C:27]([CH3:29])([CH3:30])[CH3:28])=[O:25])=[N:5][C:4]=2[CH:31]=[CH:32]1, predict the reactants needed to synthesize it. The reactants are: [O:1]=[C:2]1[N:7]([C:8]2[CH:13]=[CH:12][C:11]([O:14][CH2:15][C:16]([F:19])([F:18])[F:17])=[CH:10][CH:9]=2)[C:6]([S:20][CH2:21][CH2:22][CH2:23][C:24]([O:26][C:27]([CH3:30])([CH3:29])[CH3:28])=[O:25])=[N:5][C:4]2[CH:31]=[CH:32][NH:33][C:3]1=2.[C:34](=O)([O-])[O-].[K+].[K+].IC.CN(C)C=O. (4) Given the product [CH:1]1([NH:4][C:5](=[O:47])[NH:6][C:7]2[CH:45]=[CH:44][C:10]([O:11][C:12]3[CH:17]=[CH:16][N:15]=[C:14]4[CH:18]=[C:19]([C:21]5[N:26]=[CH:25][C:24]([CH2:27][N:28]([CH:35]6[CH2:36][N:37]([C:39](=[O:43])[NH:40][CH2:41][CH3:42])[CH2:38]6)[CH2:29][C:30]([OH:32])=[O:31])=[CH:23][CH:22]=5)[S:20][C:13]=34)=[C:9]([F:46])[CH:8]=2)[CH2:2][CH2:3]1, predict the reactants needed to synthesize it. The reactants are: [CH:1]1([NH:4][C:5](=[O:47])[NH:6][C:7]2[CH:45]=[CH:44][C:10]([O:11][C:12]3[CH:17]=[CH:16][N:15]=[C:14]4[CH:18]=[C:19]([C:21]5[N:26]=[CH:25][C:24]([CH2:27][N:28]([CH:35]6[CH2:38][N:37]([C:39](=[O:43])[NH:40][CH2:41][CH3:42])[CH2:36]6)[CH2:29][C:30]([O:32]CC)=[O:31])=[CH:23][CH:22]=5)[S:20][C:13]=34)=[C:9]([F:46])[CH:8]=2)[CH2:3][CH2:2]1.[OH-].[Na+]. (5) The reactants are: [C:1]([N:4]1[C:13]2[C:8](=[CH:9][C:10]([C:14]#[CH:15])=[CH:11][CH:12]=2)[C@H:7]([NH:16][C:17](=[O:22])[O:18][CH:19]([CH3:21])[CH3:20])[CH2:6][C@@H:5]1[CH3:23])(=[O:3])[CH3:2].[N:24]([CH2:27][CH2:28][OH:29])=[N+:25]=[N-:26]. Given the product [C:1]([N:4]1[C:13]2[C:8](=[CH:9][C:10]([C:14]3[N:26]=[N:25][N:24]([CH2:27][CH2:28][OH:29])[CH:15]=3)=[CH:11][CH:12]=2)[C@H:7]([NH:16][C:17](=[O:22])[O:18][CH:19]([CH3:20])[CH3:21])[CH2:6][C@@H:5]1[CH3:23])(=[O:3])[CH3:2], predict the reactants needed to synthesize it.